This data is from Reaction yield outcomes from USPTO patents with 853,638 reactions. The task is: Predict the reaction yield, written as a fraction of the theoretical maximum amount of product (1.0 means a 100% yield; for example, 0.34 means a 34% yield). (1) The reactants are [Cl:1][C:2]1[C:11]2[C:6](=[CH:7][C:8]([O:14][CH2:15][CH:16]3[CH2:21][CH2:20][N:19]([CH3:22])[CH2:18][CH2:17]3)=[C:9]([O:12][CH3:13])[CH:10]=2)[N:5]=[CH:4][N:3]=1.[Br:23][C:24]1[CH:30]=[CH:29][C:27]([NH2:28])=[C:26]([F:31])[CH:25]=1.Cl. The catalyst is C(O)(C)C. The product is [ClH:1].[Br:23][C:24]1[CH:30]=[CH:29][C:27]([NH:28][C:2]2[C:11]3[C:6](=[CH:7][C:8]([O:14][CH2:15][CH:16]4[CH2:21][CH2:20][N:19]([CH3:22])[CH2:18][CH2:17]4)=[C:9]([O:12][CH3:13])[CH:10]=3)[N:5]=[CH:4][N:3]=2)=[C:26]([F:31])[CH:25]=1. The yield is 0.900. (2) The reactants are C[CH2:2][N:3]=[C:4]=[N:5]CCCN(C)C.[CH:12]1[CH:13]=[CH:14][C:15]2[N:20](O)N=N[C:16]=2[CH:17]=1.[CH3:22][O:23][C:24]([C:26]1[C:30]([NH2:31])=[CH:29][N:28]([CH3:32])[N:27]=1)=[O:25].C([N:35]([CH2:38][CH3:39])[CH2:36][CH3:37])C.CN([CH:43]=[O:44])C. No catalyst specified. The product is [CH3:22][O:23][C:24]([C:26]1[C:30]([NH:31][C:43]([C:39]2[C:38]([NH:35][C:36]3[CH:37]=[N:5][CH:4]=[N:3][CH:2]=3)=[CH:17][CH:16]=[C:15]([CH:14]3[CH2:13][CH2:12]3)[N:20]=2)=[O:44])=[CH:29][N:28]([CH3:32])[N:27]=1)=[O:25]. The yield is 0.690. (3) The reactants are Cl.[CH3:2][O:3][C:4](=[O:7])[CH2:5][NH2:6].N1C=CC=CC=1.[C:14]1([S:20](Cl)(=[O:22])=[O:21])[CH:19]=[CH:18][CH:17]=[CH:16][CH:15]=1. The catalyst is C(Cl)Cl. The product is [CH3:2][O:3][C:4](=[O:7])[CH2:5][NH:6][S:20]([C:14]1[CH:19]=[CH:18][CH:17]=[CH:16][CH:15]=1)(=[O:22])=[O:21]. The yield is 1.00.